This data is from Reaction yield outcomes from USPTO patents with 853,638 reactions. The task is: Predict the reaction yield, written as a fraction of the theoretical maximum amount of product (1.0 means a 100% yield; for example, 0.34 means a 34% yield). (1) The reactants are Br[C:2]1[CH:3]=[C:4]([C:8]([NH2:10])=[O:9])[N:5]([CH3:7])[CH:6]=1.[C:11]([O:14][CH2:15][C:16]1[C:21](B2OC(C)(C)C(C)(C)O2)=[CH:20][CH:19]=[CH:18][C:17]=1[N:31]1[N:40]([CH3:41])[CH2:39][C:38]2[C:33](=[CH:34][CH:35]=[C:36]([C:42]([CH3:45])([CH3:44])[CH3:43])[CH:37]=2)[C:32]1=[O:46])(=[O:13])[CH3:12].CC(C1C=C(C(C)C)C(C2C=CC=CC=2P(C2CCCCC2)C2CCCCC2)=C(C(C)C)C=1)C.[O-]P([O-])([O-])=O.[K+].[K+].[K+]. The catalyst is O.O1CCOCC1. The product is [C:11]([O:14][CH2:15][C:16]1[C:21]([C:2]2[CH:3]=[C:4]([C:8](=[O:9])[NH2:10])[N:5]([CH3:7])[CH:6]=2)=[CH:20][CH:19]=[CH:18][C:17]=1[N:31]1[N:40]([CH3:41])[CH2:39][C:38]2[C:33](=[CH:34][CH:35]=[C:36]([C:42]([CH3:45])([CH3:44])[CH3:43])[CH:37]=2)[C:32]1=[O:46])(=[O:13])[CH3:12]. The yield is 0.160. (2) The reactants are [CH2:1]([O:8][C:9]1[CH:14]=[CH:13][C:12]([C:15](=[O:17])[CH3:16])=[CH:11][CH:10]=1)[C:2]1[CH:7]=[CH:6][CH:5]=[CH:4][CH:3]=1.[C:18]([C:22](OCC)=[O:23])([F:21])([F:20])[F:19].CC[O-].[Na+]. The catalyst is C1COCC1. The product is [CH2:1]([O:8][C:9]1[CH:10]=[CH:11][C:12]([C:15](=[O:17])[CH2:16][C:22](=[O:23])[C:18]([F:21])([F:20])[F:19])=[CH:13][CH:14]=1)[C:2]1[CH:3]=[CH:4][CH:5]=[CH:6][CH:7]=1. The yield is 1.00.